From a dataset of NCI-60 drug combinations with 297,098 pairs across 59 cell lines. Regression. Given two drug SMILES strings and cell line genomic features, predict the synergy score measuring deviation from expected non-interaction effect. (1) Drug 1: C1CN(P(=O)(OC1)NCCCl)CCCl. Drug 2: CC12CCC3C(C1CCC2OP(=O)(O)O)CCC4=C3C=CC(=C4)OC(=O)N(CCCl)CCCl.[Na+]. Cell line: A549. Synergy scores: CSS=6.66, Synergy_ZIP=-3.01, Synergy_Bliss=-0.825, Synergy_Loewe=-1.61, Synergy_HSA=0.00670. (2) Drug 1: C1=CC(=C2C(=C1NCCNCCO)C(=O)C3=C(C=CC(=C3C2=O)O)O)NCCNCCO. Drug 2: C1=NC2=C(N1)C(=S)N=CN2. Cell line: NCI/ADR-RES. Synergy scores: CSS=7.32, Synergy_ZIP=-12.6, Synergy_Bliss=-21.7, Synergy_Loewe=-23.0, Synergy_HSA=-19.9. (3) Drug 1: C1CCC(C(C1)N)N.C(=O)(C(=O)[O-])[O-].[Pt+4]. Drug 2: C(CCl)NC(=O)N(CCCl)N=O. Cell line: BT-549. Synergy scores: CSS=18.1, Synergy_ZIP=-4.48, Synergy_Bliss=-4.44, Synergy_Loewe=0.332, Synergy_HSA=-0.258. (4) Drug 1: CC1=C2C(C(=O)C3(C(CC4C(C3C(C(C2(C)C)(CC1OC(=O)C(C(C5=CC=CC=C5)NC(=O)OC(C)(C)C)O)O)OC(=O)C6=CC=CC=C6)(CO4)OC(=O)C)OC)C)OC. Drug 2: B(C(CC(C)C)NC(=O)C(CC1=CC=CC=C1)NC(=O)C2=NC=CN=C2)(O)O. Cell line: MALME-3M. Synergy scores: CSS=36.0, Synergy_ZIP=1.73, Synergy_Bliss=1.02, Synergy_Loewe=1.26, Synergy_HSA=3.74. (5) Drug 1: C1CN1C2=NC(=NC(=N2)N3CC3)N4CC4. Drug 2: C(CCl)NC(=O)N(CCCl)N=O. Cell line: HCT116. Synergy scores: CSS=54.2, Synergy_ZIP=-1.38, Synergy_Bliss=-0.835, Synergy_Loewe=-24.1, Synergy_HSA=2.19. (6) Drug 1: CC1=C2C(C(=O)C3(C(CC4C(C3C(C(C2(C)C)(CC1OC(=O)C(C(C5=CC=CC=C5)NC(=O)OC(C)(C)C)O)O)OC(=O)C6=CC=CC=C6)(CO4)OC(=O)C)OC)C)OC. Drug 2: CCCS(=O)(=O)NC1=C(C(=C(C=C1)F)C(=O)C2=CNC3=C2C=C(C=N3)C4=CC=C(C=C4)Cl)F. Cell line: HS 578T. Synergy scores: CSS=35.2, Synergy_ZIP=3.06, Synergy_Bliss=-1.41, Synergy_Loewe=-39.2, Synergy_HSA=-6.00. (7) Drug 1: C1=NC2=C(N=C(N=C2N1C3C(C(C(O3)CO)O)O)F)N. Drug 2: C1CNP(=O)(OC1)N(CCCl)CCCl. Cell line: HOP-92. Synergy scores: CSS=4.31, Synergy_ZIP=-0.798, Synergy_Bliss=4.14, Synergy_Loewe=-4.78, Synergy_HSA=1.96. (8) Drug 1: C1=CC(=C2C(=C1NCCNCCO)C(=O)C3=C(C=CC(=C3C2=O)O)O)NCCNCCO. Drug 2: CC1=CC2C(CCC3(C2CCC3(C(=O)C)OC(=O)C)C)C4(C1=CC(=O)CC4)C. Cell line: CCRF-CEM. Synergy scores: CSS=76.2, Synergy_ZIP=9.26, Synergy_Bliss=8.28, Synergy_Loewe=-28.5, Synergy_HSA=9.20. (9) Drug 1: C1C(C(OC1N2C=C(C(=O)NC2=O)F)CO)O. Drug 2: CCC1(CC2CC(C3=C(CCN(C2)C1)C4=CC=CC=C4N3)(C5=C(C=C6C(=C5)C78CCN9C7C(C=CC9)(C(C(C8N6C)(C(=O)OC)O)OC(=O)C)CC)OC)C(=O)OC)O.OS(=O)(=O)O. Cell line: MCF7. Synergy scores: CSS=12.7, Synergy_ZIP=-1.88, Synergy_Bliss=-2.56, Synergy_Loewe=-8.76, Synergy_HSA=-3.29. (10) Drug 1: CC1CCC2CC(C(=CC=CC=CC(CC(C(=O)C(C(C(=CC(C(=O)CC(OC(=O)C3CCCCN3C(=O)C(=O)C1(O2)O)C(C)CC4CCC(C(C4)OC)OCCO)C)C)O)OC)C)C)C)OC. Drug 2: C(=O)(N)NO. Cell line: HS 578T. Synergy scores: CSS=22.1, Synergy_ZIP=-6.06, Synergy_Bliss=-0.532, Synergy_Loewe=-18.2, Synergy_HSA=-0.216.